This data is from Full USPTO retrosynthesis dataset with 1.9M reactions from patents (1976-2016). The task is: Predict the reactants needed to synthesize the given product. (1) Given the product [Cl:1][C:2]1[CH:7]=[C:6]([I:8])[CH:5]=[CH:4][C:3]=1[NH:9][C:10]1[CH:18]=[N:17][CH:16]=[CH:15][C:11]=1[C:12]([NH2:23])=[O:13], predict the reactants needed to synthesize it. The reactants are: [Cl:1][C:2]1[CH:7]=[C:6]([I:8])[CH:5]=[CH:4][C:3]=1[NH:9][C:10]1[CH:18]=[N:17][CH:16]=[CH:15][C:11]=1[C:12](O)=[O:13].C([O-])(=O)C.[NH4+:23]. (2) Given the product [OH:18][CH2:17][CH2:16][CH2:15][CH2:14][NH:13][S:8]([C:5]1[CH:6]=[CH:7][C:2]([Br:1])=[C:3]([F:12])[CH:4]=1)(=[O:10])=[O:9], predict the reactants needed to synthesize it. The reactants are: [Br:1][C:2]1[CH:7]=[CH:6][C:5]([S:8](Cl)(=[O:10])=[O:9])=[CH:4][C:3]=1[F:12].[NH2:13][CH2:14][CH2:15][CH2:16][CH2:17][OH:18]. (3) Given the product [CH3:13][O:12][C:7]1[CH:8]=[CH:9][CH:10]=[C:11]2[C:6]=1[N:5]=[CH:4][C:3]([C:14]([O:16][CH2:17][CH3:18])=[O:15])=[CH:2]2, predict the reactants needed to synthesize it. The reactants are: Cl[C:2]1[C:11]2[C:6](=[C:7]([O:12][CH3:13])[CH:8]=[CH:9][CH:10]=2)[N:5]=[CH:4][C:3]=1[C:14]([O:16][CH2:17][CH3:18])=[O:15]. (4) Given the product [C:16]([N:8]1[C:9]2[C:5](=[CH:4][C:3]([O:2][CH3:1])=[C:11]([N+:12]([O-:15])=[O:13])[CH:10]=2)[CH2:6][CH2:7]1)(=[O:18])[CH3:17], predict the reactants needed to synthesize it. The reactants are: [CH3:1][O:2][C:3]1[CH:4]=[C:5]2[C:9](=[CH:10][CH:11]=1)[NH:8][CH2:7][CH2:6]2.[N+:12]([O-:15])(O)=[O:13].[C:16](OC(=O)C)(=[O:18])[CH3:17].